From a dataset of Retrosynthesis with 50K atom-mapped reactions and 10 reaction types from USPTO. Predict the reactants needed to synthesize the given product. (1) Given the product N#Cc1cc([N+](=O)[O-])ccc1N1CCOCC1, predict the reactants needed to synthesize it. The reactants are: C1COCCN1.N#Cc1cc([N+](=O)[O-])ccc1Cl. (2) Given the product CNC(=O)c1ccc(OCc2ccc3c(c2)CCNCC3)nc1, predict the reactants needed to synthesize it. The reactants are: CNC(=O)c1ccc(OCc2ccc3c(c2)CCN(C(=O)OC(C)(C)C)CC3)nc1. (3) Given the product CCOC(=O)C(C)(C)Oc1ccc(OCc2cnc(-c3ccc(OC(F)(F)F)cc3)nc2COC)cc1C, predict the reactants needed to synthesize it. The reactants are: CCOC(=O)C(C)(C)Oc1ccc(O)cc1C.COCc1nc(-c2ccc(OC(F)(F)F)cc2)ncc1CCl.